Dataset: Reaction yield outcomes from USPTO patents with 853,638 reactions. Task: Predict the reaction yield, written as a fraction of the theoretical maximum amount of product (1.0 means a 100% yield; for example, 0.34 means a 34% yield). (1) The reactants are [Cl-].O[NH3+:3].[C:4](=[O:7])([O-])[OH:5].[Na+].CS(C)=O.[CH2:13]([C:17]1[N:18]=[C:19]([CH3:48])[N:20]([CH2:39][C:40]2[CH:45]=[CH:44][CH:43]=[C:42]([F:46])[C:41]=2[F:47])[C:21](=[O:38])[C:22]=1[CH2:23][C:24]1[CH:29]=[CH:28][C:27]([C:30]2[C:31]([C:36]#[N:37])=[CH:32][CH:33]=[CH:34][CH:35]=2)=[CH:26][CH:25]=1)[CH2:14][CH2:15][CH3:16]. The catalyst is C(OCC)(=O)C. The product is [CH2:13]([C:17]1[N:18]=[C:19]([CH3:48])[N:20]([CH2:39][C:40]2[CH:45]=[CH:44][CH:43]=[C:42]([F:46])[C:41]=2[F:47])[C:21](=[O:38])[C:22]=1[CH2:23][C:24]1[CH:25]=[CH:26][C:27]([C:30]2[CH:35]=[CH:34][CH:33]=[CH:32][C:31]=2[C:36]2[NH:3][C:4](=[O:7])[O:5][N:37]=2)=[CH:28][CH:29]=1)[CH2:14][CH2:15][CH3:16]. The yield is 0.840. (2) The reactants are [N+:1]([C:4]1[N:5]=[CH:6][NH:7][CH:8]=1)([O-:3])=[O:2].[C:9]([O-])([O-])=O.[K+].[K+].IC. The catalyst is C(#N)C. The product is [CH3:9][N:7]1[CH:8]=[C:4]([N+:1]([O-:3])=[O:2])[N:5]=[CH:6]1. The yield is 0.820. (3) The reactants are C(O)(C(F)(F)F)=O.[C:8]1([C:14]2[CH:15]=[C:16]([C:20]3[N:29]=[C:28]([NH:30][C:31]4[CH:32]=[C:33]5[C:37](=[CH:38][CH:39]=4)[N:36](C([O-])=O)[N:35]=[CH:34]5)[C:27]4[C:22](=[CH:23][C:24]([O:53][CH3:54])=[C:25]([O:43][CH2:44][CH2:45][N:46]5[CH2:51][CH2:50][N:49]([CH3:52])[CH2:48][CH2:47]5)[CH:26]=4)[N:21]=3)[CH:17]=[CH:18][CH:19]=2)[CH:13]=[CH:12][CH:11]=[CH:10][CH:9]=1. No catalyst specified. The product is [C:8]1([C:14]2[CH:15]=[C:16]([C:20]3[N:29]=[C:28]([NH:30][C:31]4[CH:32]=[C:33]5[C:37](=[CH:38][CH:39]=4)[NH:36][N:35]=[CH:34]5)[C:27]4[C:22](=[CH:23][C:24]([O:53][CH3:54])=[C:25]([O:43][CH2:44][CH2:45][N:46]5[CH2:47][CH2:48][N:49]([CH3:52])[CH2:50][CH2:51]5)[CH:26]=4)[N:21]=3)[CH:17]=[CH:18][CH:19]=2)[CH:13]=[CH:12][CH:11]=[CH:10][CH:9]=1. The yield is 0.640. (4) The reactants are [CH3:1][S:2]([N:5]([CH2:13][C:14]1[O:15][C:16]2[CH:22]=[C:21]([C:23]3[C:31]4[C:26](=[CH:27][CH:28]=[CH:29][CH:30]=4)[N:25](S(C4C=CC=CC=4)(=O)=O)[CH:24]=3)[CH:20]=[CH:19][C:17]=2[N:18]=1)C(=O)OC(C)(C)C)(=[O:4])=[O:3].[OH-].[Na+].Cl. The catalyst is CO.O. The product is [NH:25]1[C:26]2[C:31](=[CH:30][CH:29]=[CH:28][CH:27]=2)[C:23]([C:21]2[CH:20]=[CH:19][C:17]3[N:18]=[C:14]([CH2:13][NH:5][S:2]([CH3:1])(=[O:4])=[O:3])[O:15][C:16]=3[CH:22]=2)=[CH:24]1. The yield is 0.300. (5) The reactants are [CH3:1][O:2][C:3]1[C:8]([O:9][CH3:10])=[CH:7][CH:6]=[CH:5][C:4]=1[OH:11].[Cl:12][C:13]1[C:18]([Cl:19])=[CH:17][C:16]([N+:20]([O-:22])=[O:21])=[C:15](F)[CH:14]=1.[Cl:24][C:25]1[C:31]([Cl:32])=[CH:30][C:28]([NH2:29])=[C:27]([O:33][C:34]2[CH:39]=[CH:38][CH:37]=[C:36]([O:40][CH3:41])[C:35]=2[O:42][CH3:43])[CH:26]=1.[NH2:44][C:45]1[S:46][CH:47]=[CH:48][N:49]=1. No catalyst specified. The product is [Cl:12][C:13]1[C:18]([Cl:19])=[CH:17][C:16]([N+:20]([O-:22])=[O:21])=[C:15]([O:11][C:4]2[CH:5]=[CH:6][CH:7]=[C:8]([O:9][CH3:10])[C:3]=2[O:2][CH3:1])[CH:14]=1.[Cl:24][C:25]1[C:31]([Cl:32])=[CH:30][C:28]([NH:29][C:4]([NH:44][C:45]2[S:46][CH:47]=[CH:48][N:49]=2)=[O:11])=[C:27]([O:33][C:34]2[CH:39]=[CH:38][CH:37]=[C:36]([O:40][CH3:41])[C:35]=2[O:42][CH3:43])[CH:26]=1. The yield is 0.650. (6) The reactants are [F:1][C:2]([F:7])([F:6])[C:3]([OH:5])=[O:4].C1(C2C=C(C3CCNCC3)C=CC=2NC(C2NC=C(C#N)N=2)=O)CCCCC=1.BrCC(OC(C)(C)C)=O.CCN(CC)CC.C([O:56][C:57](=[O:87])[CH2:58][N:59]1[CH2:64][CH2:63][CH:62]([C:65]2[CH:70]=[CH:69][C:68]([NH:71][C:72]([C:74]3[NH:75][CH:76]=[C:77]([C:79]#[N:80])[N:78]=3)=[O:73])=[C:67]([C:81]3[CH2:86][CH2:85][CH2:84][CH2:83][CH:82]=3)[CH:66]=2)[CH2:61][CH2:60]1)(C)(C)C. The catalyst is C(Cl)Cl. The product is [F:1][C:2]([F:7])([F:6])[C:3]([OH:5])=[O:4].[C:79]([C:77]1[N:78]=[C:74]([C:72]([NH:71][C:68]2[CH:69]=[CH:70][C:65]([CH:62]3[CH2:61][CH2:60][N:59]([CH2:58][C:57]([OH:87])=[O:56])[CH2:64][CH2:63]3)=[CH:66][C:67]=2[C:81]2[CH2:86][CH2:85][CH2:84][CH2:83][CH:82]=2)=[O:73])[NH:75][CH:76]=1)#[N:80]. The yield is 0.400. (7) The product is [CH:2]([C@@H:3]1[CH2:7][CH2:6][C@H:5]([CH3:8])[N:4]1[C:9]([O:11][C:12]([CH3:13])([CH3:15])[CH3:14])=[O:10])=[O:1]. The yield is 0.770. The reactants are [OH:1][CH2:2][C@@H:3]1[CH2:7][CH2:6][C@H:5]([CH3:8])[N:4]1[C:9]([O:11][C:12]([CH3:15])([CH3:14])[CH3:13])=[O:10].[Br-].[Na+].C(=O)(O)[O-].[Na+].Cl[O-].[Na+]. The catalyst is ClCCl.CC1(C)N([O])C(C)(C)CCC1. (8) The reactants are [NH2:1][C:2]1[CH:6]=CNN=1.CO[C:9](=[O:18])[C:10]1[CH:15]=[CH:14][CH:13]=[C:12]([Cl:16])[C:11]=1[CH3:17]. No catalyst specified. The product is [Cl:16][C:12]1[C:11]([CH3:17])=[C:10]([C:9](=[O:18])[CH2:6][C:2]#[N:1])[CH:15]=[CH:14][CH:13]=1. The yield is 0.740. (9) The reactants are [Br:1][C:2]1[C:7]([CH3:8])=[CH:6][CH:5]=[CH:4][C:3]=1[C:9](=[O:11])[CH3:10].[Se](=O)=O.FC(F)(F)S([O-])(=O)=O.[Yb+3].FC(F)(F)S([O-])(=O)=O.FC(F)(F)S([O-])(=O)=[O:35].[O:40]1CCOC[CH2:41]1. The catalyst is O. The product is [Br:1][C:2]1[C:7]([CH3:8])=[CH:6][CH:5]=[CH:4][C:3]=1[CH:9]([OH:11])[C:10]([O:40][CH3:41])=[O:35]. The yield is 0.420. (10) The reactants are [Br:1][C:2]1[CH:3]=[C:4]2[NH:10][CH:9]=[CH:8][C:5]2=[N:6][CH:7]=1.[H-].[Na+].[C:13]1([CH3:23])[CH:18]=[CH:17][C:16]([S:19](Cl)(=[O:21])=[O:20])=[CH:15][CH:14]=1. The catalyst is CN(C=O)C.C(Cl)Cl. The product is [Br:1][C:2]1[CH:3]=[C:4]2[N:10]([S:19]([C:16]3[CH:17]=[CH:18][C:13]([CH3:23])=[CH:14][CH:15]=3)(=[O:21])=[O:20])[CH:9]=[CH:8][C:5]2=[N:6][CH:7]=1. The yield is 0.960.